The task is: Predict the reactants needed to synthesize the given product.. This data is from Full USPTO retrosynthesis dataset with 1.9M reactions from patents (1976-2016). Given the product [Cl:42][C:10]1[C:9]([C:18]2[C:19]([F:39])=[CH:20][C:21]([O:25][CH2:26][CH2:27][CH2:28][O:29][CH2:30][C:31]3[CH:36]=[CH:35][C:34]([O:37][CH3:38])=[CH:33][CH:32]=3)=[CH:22][C:23]=2[F:24])=[C:8]([CH:1]2[CH2:2][CH2:3][CH2:4][CH2:5][CH2:6][CH2:7]2)[N:13]2[N:14]=[CH:15][N:16]=[C:12]2[N:11]=1, predict the reactants needed to synthesize it. The reactants are: [CH:1]1([C:8]2[N:13]3[N:14]=[CH:15][N:16]=[C:12]3[N:11]=[C:10](O)[C:9]=2[C:18]2[C:23]([F:24])=[CH:22][C:21]([O:25][CH2:26][CH2:27][CH2:28][O:29][CH2:30][C:31]3[CH:36]=[CH:35][C:34]([O:37][CH3:38])=[CH:33][CH:32]=3)=[CH:20][C:19]=2[F:39])[CH2:7][CH2:6][CH2:5][CH2:4][CH2:3][CH2:2]1.P(Cl)(Cl)([Cl:42])=O.C(N(CC)C1C=CC=CC=1)C.